From a dataset of NCI-60 drug combinations with 297,098 pairs across 59 cell lines. Regression. Given two drug SMILES strings and cell line genomic features, predict the synergy score measuring deviation from expected non-interaction effect. (1) Cell line: SF-268. Drug 1: C1CCC(CC1)NC(=O)N(CCCl)N=O. Drug 2: C1=CC(=CC=C1CCCC(=O)O)N(CCCl)CCCl. Synergy scores: CSS=64.4, Synergy_ZIP=1.72, Synergy_Bliss=4.28, Synergy_Loewe=3.24, Synergy_HSA=7.64. (2) Cell line: HT29. Drug 2: CC1CC(C(C(C=C(C(C(C=CC=C(C(=O)NC2=CC(=O)C(=C(C1)C2=O)OC)C)OC)OC(=O)N)C)C)O)OC. Synergy scores: CSS=80.0, Synergy_ZIP=-0.549, Synergy_Bliss=-1.93, Synergy_Loewe=-2.05, Synergy_HSA=3.90. Drug 1: CC1C(C(CC(O1)OC2CC(CC3=C2C(=C4C(=C3O)C(=O)C5=C(C4=O)C(=CC=C5)OC)O)(C(=O)CO)O)N)O. (3) Drug 1: CC1C(C(CC(O1)OC2CC(CC3=C2C(=C4C(=C3O)C(=O)C5=C(C4=O)C(=CC=C5)OC)O)(C(=O)CO)O)N)O.Cl. Drug 2: CN(CC1=CN=C2C(=N1)C(=NC(=N2)N)N)C3=CC=C(C=C3)C(=O)NC(CCC(=O)O)C(=O)O. Cell line: OVCAR-5. Synergy scores: CSS=34.6, Synergy_ZIP=-2.68, Synergy_Bliss=0.804, Synergy_Loewe=-1.56, Synergy_HSA=2.51. (4) Drug 1: CNC(=O)C1=CC=CC=C1SC2=CC3=C(C=C2)C(=NN3)C=CC4=CC=CC=N4. Drug 2: CC1CCCC2(C(O2)CC(NC(=O)CC(C(C(=O)C(C1O)C)(C)C)O)C(=CC3=CSC(=N3)C)C)C. Cell line: SN12C. Synergy scores: CSS=7.67, Synergy_ZIP=-2.74, Synergy_Bliss=-0.0277, Synergy_Loewe=0.748, Synergy_HSA=1.02. (5) Drug 1: CCC1=C2CN3C(=CC4=C(C3=O)COC(=O)C4(CC)O)C2=NC5=C1C=C(C=C5)O. Drug 2: CC1=C(C(=O)C2=C(C1=O)N3CC4C(C3(C2COC(=O)N)OC)N4)N. Cell line: M14. Synergy scores: CSS=65.5, Synergy_ZIP=-4.15, Synergy_Bliss=-4.61, Synergy_Loewe=-2.58, Synergy_HSA=0.786. (6) Drug 1: CC1=C(C=C(C=C1)C(=O)NC2=CC(=CC(=C2)C(F)(F)F)N3C=C(N=C3)C)NC4=NC=CC(=N4)C5=CN=CC=C5. Drug 2: C1=CC=C(C(=C1)C(C2=CC=C(C=C2)Cl)C(Cl)Cl)Cl. Cell line: SK-MEL-5. Synergy scores: CSS=9.51, Synergy_ZIP=-5.97, Synergy_Bliss=-6.85, Synergy_Loewe=2.68, Synergy_HSA=-2.54. (7) Drug 1: CC1C(C(CC(O1)OC2CC(OC(C2O)C)OC3=CC4=CC5=C(C(=O)C(C(C5)C(C(=O)C(C(C)O)O)OC)OC6CC(C(C(O6)C)O)OC7CC(C(C(O7)C)O)OC8CC(C(C(O8)C)O)(C)O)C(=C4C(=C3C)O)O)O)O. Drug 2: CN(C(=O)NC(C=O)C(C(C(CO)O)O)O)N=O. Cell line: OVCAR-5. Synergy scores: CSS=17.3, Synergy_ZIP=3.39, Synergy_Bliss=2.08, Synergy_Loewe=-2.18, Synergy_HSA=-2.37. (8) Drug 1: C1=CC(=CC=C1CCCC(=O)O)N(CCCl)CCCl. Drug 2: CC1C(C(=O)NC(C(=O)N2CCCC2C(=O)N(CC(=O)N(C(C(=O)O1)C(C)C)C)C)C(C)C)NC(=O)C3=C4C(=C(C=C3)C)OC5=C(C(=O)C(=C(C5=N4)C(=O)NC6C(OC(=O)C(N(C(=O)CN(C(=O)C7CCCN7C(=O)C(NC6=O)C(C)C)C)C)C(C)C)C)N)C. Cell line: BT-549. Synergy scores: CSS=20.2, Synergy_ZIP=4.07, Synergy_Bliss=12.3, Synergy_Loewe=11.8, Synergy_HSA=12.0.